Dataset: Full USPTO retrosynthesis dataset with 1.9M reactions from patents (1976-2016). Task: Predict the reactants needed to synthesize the given product. The reactants are: [CH2:1]([N:8]([CH2:16][C:17]1[CH:18]=[N:19][CH:20]=[C:21](Br)[CH:22]=1)[C:9](=[O:15])[O:10][C:11]([CH3:14])([CH3:13])[CH3:12])[C:2]1[CH:7]=[CH:6][CH:5]=[CH:4][CH:3]=1.CC([O-])=O.[K+].[B:29]1(B2OC(C)(C)C(C)(C)O2)[O:33]C(C)(C)C(C)(C)[O:30]1.CCOC(C)=O. Given the product [CH2:1]([N:8]([CH2:16][C:17]1[CH:22]=[C:21]([B:29]([OH:33])[OH:30])[CH:20]=[N:19][CH:18]=1)[C:9]([O:10][C:11]([CH3:14])([CH3:13])[CH3:12])=[O:15])[C:2]1[CH:7]=[CH:6][CH:5]=[CH:4][CH:3]=1, predict the reactants needed to synthesize it.